This data is from Full USPTO retrosynthesis dataset with 1.9M reactions from patents (1976-2016). The task is: Predict the reactants needed to synthesize the given product. (1) Given the product [CH:1]1([N:6]2[C:14]3[CH:13]=[C:12]([CH:15]4[CH2:16][C:17]([CH3:23])([CH3:24])[NH:18][C:19]([CH3:22])([CH3:21])[CH2:20]4)[CH:11]=[C:10]([C:25]([NH:27][CH2:28][C:29]4[C:30](=[O:37])[NH:31][C:32]([CH3:36])=[CH:33][C:34]=4[CH3:35])=[O:26])[C:9]=3[CH:8]=[N:7]2)[CH2:2][CH2:3][CH2:4][CH2:5]1, predict the reactants needed to synthesize it. The reactants are: [CH:1]1([N:6]2[C:14]3[CH:13]=[C:12]([C:15]4[CH2:16][C:17]([CH3:24])([CH3:23])[NH:18][C:19]([CH3:22])([CH3:21])[CH:20]=4)[CH:11]=[C:10]([C:25]([NH:27][CH2:28][C:29]4[C:30](=[O:37])[NH:31][C:32]([CH3:36])=[CH:33][C:34]=4[CH3:35])=[O:26])[C:9]=3[CH:8]=[N:7]2)[CH2:5][CH2:4][CH2:3][CH2:2]1. (2) Given the product [CH2:17]([O:19][C:20]([C:22]1[N:23]([CH2:37][CH2:36][Br:35])[N:24]=[C:25]([CH2:27][O:28][C:29]2[CH:34]=[CH:33][CH:32]=[CH:31][CH:30]=2)[CH:26]=1)=[O:21])[CH3:18], predict the reactants needed to synthesize it. The reactants are: N(C(OC(C)(C)C)=O)=NC(OC(C)(C)C)=O.[CH2:17]([O:19][C:20]([C:22]1[NH:23][N:24]=[C:25]([CH2:27][O:28][C:29]2[CH:34]=[CH:33][CH:32]=[CH:31][CH:30]=2)[CH:26]=1)=[O:21])[CH3:18].[Br:35][CH2:36][CH2:37]O.C1(P(C2C=CC=CC=2)C2C=CC=CC=2)C=CC=CC=1.